Task: Predict the reaction yield, written as a fraction of the theoretical maximum amount of product (1.0 means a 100% yield; for example, 0.34 means a 34% yield).. Dataset: Reaction yield outcomes from USPTO patents with 853,638 reactions The reactants are [OH:1][C:2]1[N:7]=[CH:6][C:5]([NH:8][C:9](=[O:20])[C:10]2[CH:15]=[CH:14][C:13]([C:16]([F:19])([F:18])[F:17])=[CH:12][CH:11]=2)=[CH:4][CH:3]=1.[CH3:21][N:22]([C:26]1[CH:31]=[CH:30][CH:29]=[CH:28][CH:27]=1)[C:23](Cl)=[O:24].N12CCN(CC1)CC2. The catalyst is CN(C)C=O. The product is [F:18][C:16]([F:19])([F:17])[C:13]1[CH:12]=[CH:11][C:10]([C:9]([NH:8][C:5]2[CH:4]=[CH:3][C:2]([O:1][C:23](=[O:24])[N:22]([CH3:21])[C:26]3[CH:31]=[CH:30][CH:29]=[CH:28][CH:27]=3)=[N:7][CH:6]=2)=[O:20])=[CH:15][CH:14]=1. The yield is 0.640.